Dataset: Full USPTO retrosynthesis dataset with 1.9M reactions from patents (1976-2016). Task: Predict the reactants needed to synthesize the given product. (1) The reactants are: [OH:1][C:2]1[CH:7]=[CH:6][C:5]([C:8]2[CH:13]=[C:12]([O:14][CH3:15])[C:11]([O:16][CH3:17])=[C:10]([CH2:18][CH:19]3[S:23][C:22](=S)[NH:21][C:20]3=[O:25])[CH:9]=2)=[CH:4][C:3]=1[C:26]1([CH3:32])[CH2:31][CH2:30][CH2:29][CH2:28][CH2:27]1.[NH:33]1[CH2:38][CH2:37][O:36][CH2:35][CH2:34]1. Given the product [OH:1][C:2]1[CH:7]=[CH:6][C:5]([C:8]2[CH:13]=[C:12]([O:14][CH3:15])[C:11]([O:16][CH3:17])=[C:10]([CH2:18][CH:19]3[S:23][C:22]([N:33]4[CH2:38][CH2:37][O:36][CH2:35][CH2:34]4)=[N:21][C:20]3=[O:25])[CH:9]=2)=[CH:4][C:3]=1[C:26]1([CH3:32])[CH2:31][CH2:30][CH2:29][CH2:28][CH2:27]1, predict the reactants needed to synthesize it. (2) Given the product [C:1]([O:4][CH2:5][C:6]([C:13]1[CH:18]=[CH:17][CH:16]=[CH:15][CH:14]=1)([CH3:7])[CH3:8])(=[O:3])[CH3:2], predict the reactants needed to synthesize it. The reactants are: [C:1]([O:4][CH2:5][C:6](=[CH2:8])[CH3:7])(=[O:3])[CH3:2].[Cl-].[Al+3].[Cl-].[Cl-].[CH:13]1[CH:18]=[CH:17][CH:16]=[CH:15][CH:14]=1. (3) The reactants are: [Si]([O:8][C@@H:9]1[C@@:26]2([CH3:27])[C:13](=[CH:14][CH:15]=[C:16]3[C@@H:25]2[CH2:24][CH2:23][C@@:21]2([CH3:22])[C@H:17]3[CH2:18][CH:19]=[C:20]2[CH2:28][O:29][CH2:30][CH2:31][CH2:32][CH2:33][C:34]([O:37][Si](CC)(CC)CC)([CH3:36])[CH3:35])[CH2:12][C@@H:11]([O:45][Si](C(C)(C)C)(C)C)[CH2:10]1)(C(C)(C)C)(C)C.O1CCCC1.[F-].C([N+](CCCC)(CCCC)CCCC)CCC. Given the product [OH:8][C@@H:9]1[C@@:26]2([CH3:27])[C:13](=[CH:14][CH:15]=[C:16]3[C@@H:25]2[CH2:24][CH2:23][C@@:21]2([CH3:22])[C@H:17]3[CH2:18][CH:19]=[C:20]2[CH2:28][O:29][CH2:30][CH2:31][CH2:32][CH2:33][C:34]([OH:37])([CH3:36])[CH3:35])[CH2:12][C@@H:11]([OH:45])[CH2:10]1, predict the reactants needed to synthesize it.